From a dataset of Catalyst prediction with 721,799 reactions and 888 catalyst types from USPTO. Predict which catalyst facilitates the given reaction. (1) Reactant: Cl.[NH2:2][OH:3].[OH-].[K+].C[O:7][C:8]([CH:10]([NH:15][C:16](=[O:22])[O:17][C:18]([CH3:21])([CH3:20])[CH3:19])[CH2:11][CH:12]([CH3:14])[CH3:13])=O.O. Product: [OH:3][NH:2][C:8]([CH:10]([NH:15][C:16](=[O:22])[O:17][C:18]([CH3:21])([CH3:20])[CH3:19])[CH2:11][CH:12]([CH3:14])[CH3:13])=[O:7]. The catalyst class is: 130. (2) Reactant: C(OC(=O)[NH:7][C@@H:8]([C:13]1[CH:18]=[CH:17][CH:16]=[CH:15][CH:14]=1)[C:9]([OH:12])([CH3:11])[CH3:10])(C)(C)C.O1CCOCC1.Cl. Product: [NH2:7][C@@H:8]([C:13]1[CH:18]=[CH:17][CH:16]=[CH:15][CH:14]=1)[C:9]([CH3:11])([OH:12])[CH3:10]. The catalyst class is: 2. (3) Reactant: [N:1]1([C:7]2[N:12]=[CH:11][C:10]([CH:13]=O)=[CH:9][N:8]=2)[CH2:6][CH2:5][CH2:4][CH2:3][CH2:2]1.[F:15][C:16]1[CH:22]=[CH:21][C:19]([NH2:20])=[CH:18][CH:17]=1.C(O)(=O)C.C(O[BH-](OC(=O)C)OC(=O)C)(=O)C.[Na+].[OH-].[Na+]. Product: [F:15][C:16]1[CH:22]=[CH:21][C:19]([NH:20][CH2:13][C:10]2[CH:9]=[N:8][C:7]([N:1]3[CH2:6][CH2:5][CH2:4][CH2:3][CH2:2]3)=[N:12][CH:11]=2)=[CH:18][CH:17]=1. The catalyst class is: 96. (4) Reactant: Cl[C:2]1[N:7]=[C:6]([NH:8][CH:9]([CH2:12][CH3:13])[CH2:10][CH3:11])[C:5]([N+:14]([O-:16])=[O:15])=[CH:4][CH:3]=1.C(=O)([O-])[O-].[K+].[K+].[CH3:23][NH:24][CH3:25]. Product: [CH3:23][N:24]([CH3:25])[C:2]1[N:7]=[C:6]([NH:8][CH:9]([CH2:12][CH3:13])[CH2:10][CH3:11])[C:5]([N+:14]([O-:16])=[O:15])=[CH:4][CH:3]=1. The catalyst class is: 10.